Task: Binary Classification. Given a T-cell receptor sequence (or CDR3 region) and an epitope sequence, predict whether binding occurs between them.. Dataset: TCR-epitope binding with 47,182 pairs between 192 epitopes and 23,139 TCRs (1) The epitope is QECVRGTTVL. The TCR CDR3 sequence is CASSYGAGVEQYF. Result: 1 (the TCR binds to the epitope). (2) The epitope is GLCTLVAML. The TCR CDR3 sequence is CASSLRGAVDTQYF. Result: 0 (the TCR does not bind to the epitope). (3) The epitope is FSKQLQQSM. The TCR CDR3 sequence is CASSLETGTGGLLMNSPLHF. Result: 0 (the TCR does not bind to the epitope).